The task is: Predict which catalyst facilitates the given reaction.. This data is from Catalyst prediction with 721,799 reactions and 888 catalyst types from USPTO. (1) Reactant: [CH2:1]([NH2:7])[C:2]1[O:6][CH:5]=[CH:4][CH:3]=1.[C:8]1(=O)[O:13][C:11](=[O:12])[C:10]2=[CH:14][CH:15]=[CH:16][CH:17]=[C:9]12. Product: [O:6]1[CH:5]=[CH:4][CH:3]=[C:2]1[CH2:1][N:7]1[C:11](=[O:12])[C:10]2[C:9](=[CH:17][CH:16]=[CH:15][CH:14]=2)[C:8]1=[O:13]. The catalyst class is: 14. (2) Reactant: Cl[C:2]1[N:7]=[C:6]([C:8]([NH:10][C:11]2[C:20]([CH3:21])=[CH:19][C:14]([C:15]([O:17][CH3:18])=[O:16])=[CH:13][C:12]=2[CH3:22])=[O:9])[C:5]([CH3:23])=[CH:4][CH:3]=1.[CH3:24][O:25][C:26]1[CH:27]=[C:28](B(O)O)[CH:29]=[CH:30][CH:31]=1.C(=O)([O-])[O-].[K+].[K+].C(Cl)Cl. Product: [CH3:24][O:25][C:26]1[CH:31]=[C:30]([C:2]2[N:7]=[C:6]([C:8]([NH:10][C:11]3[C:20]([CH3:21])=[CH:19][C:14]([C:15]([O:17][CH3:18])=[O:16])=[CH:13][C:12]=3[CH3:22])=[O:9])[C:5]([CH3:23])=[CH:4][CH:3]=2)[CH:29]=[CH:28][CH:27]=1. The catalyst class is: 117. (3) Reactant: C(NC(C)C)(C)C.C([Li])CCC.[F:13][C:14]1[CH:15]=[N:16][CH:17]=[C:18]([F:20])[CH:19]=1.[CH:21](OC)=[O:22].C([O-])(O)=O.[Na+]. Product: [F:13][C:14]1[CH:15]=[N:16][CH:17]=[C:18]([F:20])[C:19]=1[CH:21]=[O:22]. The catalyst class is: 1. (4) Reactant: [OH:1][C:2]1[CH:7]=[CH:6][C:5]([C:8]([F:11])([F:10])[F:9])=[CH:4][CH:3]=1.[CH2:12]([OH:17])[CH2:13][CH:14](O)[CH3:15].C1(P(C2C=CC=CC=2)C2C=CC=CC=2)C=CC=CC=1.N(C(OC(C)C)=O)=NC(OC(C)C)=O. Product: [F:11][C:8]([F:9])([F:10])[C:5]1[CH:6]=[CH:7][C:2]([O:1][CH:14]([CH3:15])[CH2:13][CH2:12][OH:17])=[CH:3][CH:4]=1. The catalyst class is: 4. (5) Reactant: [N+:1]([C:4]1[CH:9]=[CH:8][C:7](F)=[CH:6][CH:5]=1)([O-:3])=[O:2].C(COC1C=CC=CC=1O)(O)=O.[O-]CCCC.[K+]. Product: [N+:1]([C:4]1[CH:9]=[CH:8][CH:7]=[CH:6][CH:5]=1)([O-:3])=[O:2]. The catalyst class is: 44.